Task: Predict the reactants needed to synthesize the given product.. Dataset: Full USPTO retrosynthesis dataset with 1.9M reactions from patents (1976-2016) Given the product [CH3:25][O:24][C:21]1[CH:22]=[CH:23][C:18]([S:15]([N:7]2[CH2:6][C:4](=[O:5])[N:26]([CH2:27][CH2:28][N:29]3[CH2:34][CH2:33][O:32][CH2:31][CH2:30]3)[CH2:13][CH:8]2[C:9]([O:11][CH3:12])=[O:10])(=[O:17])=[O:16])=[CH:19][CH:20]=1, predict the reactants needed to synthesize it. The reactants are: C(O[C:4]([CH2:6][N:7]([S:15]([C:18]1[CH:23]=[CH:22][C:21]([O:24][CH3:25])=[CH:20][CH:19]=1)(=[O:17])=[O:16])[CH:8]([CH2:13]O)[C:9]([O:11][CH3:12])=[O:10])=[O:5])C.[NH2:26][CH2:27][CH2:28][N:29]1[CH2:34][CH2:33][O:32][CH2:31][CH2:30]1.